From a dataset of NCI-60 drug combinations with 297,098 pairs across 59 cell lines. Regression. Given two drug SMILES strings and cell line genomic features, predict the synergy score measuring deviation from expected non-interaction effect. (1) Drug 1: CC=C1C(=O)NC(C(=O)OC2CC(=O)NC(C(=O)NC(CSSCCC=C2)C(=O)N1)C(C)C)C(C)C. Drug 2: CCC1(C2=C(COC1=O)C(=O)N3CC4=CC5=C(C=CC(=C5CN(C)C)O)N=C4C3=C2)O.Cl. Cell line: T-47D. Synergy scores: CSS=44.2, Synergy_ZIP=1.85, Synergy_Bliss=6.93, Synergy_Loewe=6.40, Synergy_HSA=9.28. (2) Drug 1: CCC1=CC2CC(C3=C(CN(C2)C1)C4=CC=CC=C4N3)(C5=C(C=C6C(=C5)C78CCN9C7C(C=CC9)(C(C(C8N6C)(C(=O)OC)O)OC(=O)C)CC)OC)C(=O)OC.C(C(C(=O)O)O)(C(=O)O)O. Drug 2: CC1=C(C(=CC=C1)Cl)NC(=O)C2=CN=C(S2)NC3=CC(=NC(=N3)C)N4CCN(CC4)CCO. Cell line: NCI-H322M. Synergy scores: CSS=33.0, Synergy_ZIP=-2.85, Synergy_Bliss=0.456, Synergy_Loewe=-1.90, Synergy_HSA=1.09. (3) Drug 2: C(CCl)NC(=O)N(CCCl)N=O. Synergy scores: CSS=43.1, Synergy_ZIP=-5.14, Synergy_Bliss=-11.7, Synergy_Loewe=-16.0, Synergy_HSA=-12.3. Cell line: A498. Drug 1: C1=C(C(=O)NC(=O)N1)F. (4) Drug 1: C1CCC(CC1)NC(=O)N(CCCl)N=O. Drug 2: CC(C)(C#N)C1=CC(=CC(=C1)CN2C=NC=N2)C(C)(C)C#N. Cell line: SNB-19. Synergy scores: CSS=29.8, Synergy_ZIP=-10.0, Synergy_Bliss=-6.00, Synergy_Loewe=-4.34, Synergy_HSA=-4.97.